This data is from Full USPTO retrosynthesis dataset with 1.9M reactions from patents (1976-2016). The task is: Predict the reactants needed to synthesize the given product. Given the product [Br:1][C:2]1[CH:3]=[C:4]2[C:10]([C:22]([O:18][CH3:17])=[O:24])=[CH:9][NH:8][C:5]2=[N:6][CH:7]=1, predict the reactants needed to synthesize it. The reactants are: [Br:1][C:2]1[CH:3]=[C:4]2[CH:10]=[CH:9][NH:8][C:5]2=[N:6][CH:7]=1.[Cl-].[Al+3].[Cl-].[Cl-].ClC(Cl)(Cl)[C:17](Cl)=[O:18].[C:22](Cl)(=[O:24])C.